This data is from Reaction yield outcomes from USPTO patents with 853,638 reactions. The task is: Predict the reaction yield, written as a fraction of the theoretical maximum amount of product (1.0 means a 100% yield; for example, 0.34 means a 34% yield). (1) The reactants are [H-].[Na+].[I-].[CH3:4][S+](C)(C)=O.[CH3:9][C:10]1[N:25]=[C:13]2[C:14](/[CH:18]=[CH:19]/[C:20]([O:22][CH2:23][CH3:24])=[O:21])=[CH:15][CH:16]=[CH:17][N:12]2[N:11]=1.O. The catalyst is CS(C)=O. The product is [CH3:9][C:10]1[N:25]=[C:13]2[C:14]([CH:18]3[CH2:4][CH:19]3[C:20]([O:22][CH2:23][CH3:24])=[O:21])=[CH:15][CH:16]=[CH:17][N:12]2[N:11]=1. The yield is 0.430. (2) The reactants are [NH2:1][CH2:2][C:3]([CH3:7])([CH3:6])[CH2:4][OH:5].[N+:8]([C:11]1[CH:16]=[CH:15][C:14]([CH2:17][S:18](Cl)(=[O:20])=[O:19])=[CH:13][CH:12]=1)([O-:10])=[O:9]. The catalyst is C(Cl)Cl. The product is [OH:5][CH2:4][C:3]([CH3:7])([CH3:6])[CH2:2][NH:1][S:18]([CH2:17][C:14]1[CH:13]=[CH:12][C:11]([N+:8]([O-:10])=[O:9])=[CH:16][CH:15]=1)(=[O:19])=[O:20]. The yield is 0.270. (3) The reactants are [F:1][C:2]1[CH:3]=[C:4]([C:9]2[CH:10]=[C:11]([C:20]([O:22]C)=[O:21])[C:12](=[O:19])[N:13]([CH2:15][CH:16]([CH3:18])[CH3:17])[N:14]=2)[CH:5]=[CH:6][C:7]=1[CH3:8].[OH-].[Na+].O.Cl. The catalyst is CO. The product is [C:20]([C:11]1[C:12](=[O:19])[N:13]([CH2:15][CH:16]([CH3:17])[CH3:18])[N:14]=[C:9]([C:4]2[CH:5]=[CH:6][C:7]([CH3:8])=[C:2]([F:1])[CH:3]=2)[CH:10]=1)([OH:22])=[O:21]. The yield is 0.938. (4) The product is [CH2:26]([CH:28]([C:31]1[C:32]2[N:33]([C:38]([C:42]3[S:46][C:45]4[CH:47]=[CH:48][C:49]([O:5][CH3:4])=[CH:50][C:44]=4[C:43]=3[CH3:52])=[C:39]([CH3:41])[N:40]=2)[N:34]=[C:35]([CH3:37])[CH:36]=1)[CH2:29][CH3:30])[CH3:27]. The reactants are C[O-].[K+].[CH3:4][O:5]CCOCCN(CCOCCOC)CCOCCOC.[CH2:26]([CH:28]([C:31]1[C:32]2[N:33]([C:38]([C:42]3[S:46][C:45]4[CH:47]=[CH:48][C:49](F)=[CH:50][C:44]=4[C:43]=3[CH3:52])=[C:39]([CH3:41])[N:40]=2)[N:34]=[C:35]([CH3:37])[CH:36]=1)[CH2:29][CH3:30])[CH3:27]. The catalyst is ClCCl.O. The yield is 0.290. (5) The reactants are [SH:1][C:2]1[NH:3][C:4]2[CH:10]=[CH:9][CH:8]=[CH:7][C:5]=2[N:6]=1.Br[CH2:12][CH2:13][CH2:14][CH2:15][N:16]1[C:20](=[O:21])[C:19]2=[CH:22][CH:23]=[CH:24][CH:25]=[C:18]2[C:17]1=[O:26].C([O-])([O-])=O.[K+].[K+].C([O-])(O)=O.[Na+]. The catalyst is CCO. The product is [NH:3]1[C:4]2[CH:10]=[CH:9][CH:8]=[CH:7][C:5]=2[N:6]=[C:2]1[S:1][CH2:12][CH2:13][CH2:14][CH2:15][N:16]1[C:20](=[O:21])[C:19]2[C:18](=[CH:25][CH:24]=[CH:23][CH:22]=2)[C:17]1=[O:26]. The yield is 0.900.